Task: Predict hERG channel inhibition at various concentrations.. Dataset: hERG Central: cardiac toxicity at 1µM, 10µM, and general inhibition (1) The molecule is Cc1c(C(=O)NCCSCc2cccc(C(F)(F)F)c2)cnn1-c1ccc(F)cc1. Results: hERG_inhib (hERG inhibition (general)): blocker. (2) Results: hERG_inhib (hERG inhibition (general)): blocker. The drug is CCN(CC)CCCN(C(=O)c1ccccc1C)c1nc(-c2ccc(OC)cc2)cs1. (3) The compound is CCN(CC)S(=O)(=O)c1cc(C(=O)Nc2cccnc2)ccc1Cl. Results: hERG_inhib (hERG inhibition (general)): blocker. (4) The compound is COc1ccc(C)c2sc(N(CCCN(C)C)C(=O)CS(=O)(=O)c3ccc(F)cc3)nc12.Cl. Results: hERG_inhib (hERG inhibition (general)): blocker. (5) The drug is O=C(c1ccccc1)N1CCC(CC2CC(c3ccc(Cl)cc3)=NO2)(C(=O)NCC2CCCCC2)CC1. Results: hERG_inhib (hERG inhibition (general)): blocker. (6) The compound is COc1ccc(C(=O)C2CCCN(Cc3cccc4c3OCO4)C2)cc1OC. Results: hERG_inhib (hERG inhibition (general)): blocker. (7) The compound is Cc1cc(Cl)ccc1NC(=O)CSc1nnc(-c2ccncc2)n1Cc1ccco1. Results: hERG_inhib (hERG inhibition (general)): blocker.